This data is from Catalyst prediction with 721,799 reactions and 888 catalyst types from USPTO. The task is: Predict which catalyst facilitates the given reaction. Reactant: [CH2:1]([O:5][C:6]1[C:13]([N+:14]([O-])=O)=[CH:12][C:9]([CH:10]=[O:11])=[CH:8][C:7]=1[I:17])[CH2:2][CH2:3][CH3:4].O.Cl[Sn]Cl. Product: [NH2:14][C:13]1[C:6]([O:5][CH2:1][CH2:2][CH2:3][CH3:4])=[C:7]([I:17])[CH:8]=[C:9]([CH:12]=1)[CH:10]=[O:11]. The catalyst class is: 8.